Dataset: Catalyst prediction with 721,799 reactions and 888 catalyst types from USPTO. Task: Predict which catalyst facilitates the given reaction. (1) Reactant: Br[C:2]1[C:10]2[C:9]([Cl:11])=[N:8][CH:7]=[N:6][C:5]=2[S:4][CH:3]=1.C([Mg]Cl)(C)C.C[CH2:18][S:19](=S)([O-])=O. Product: [Cl:11][C:9]1[C:10]2[C:2]([S:19][CH3:18])=[CH:3][S:4][C:5]=2[N:6]=[CH:7][N:8]=1. The catalyst class is: 1. (2) Reactant: [OH:1][C@H:2]([CH2:7][CH3:8])[C:3]([O:5][CH3:6])=[O:4].[C:9]([Si:13]([C:21]1[CH:26]=[CH:25][CH:24]=[CH:23][CH:22]=1)([C:15]1[CH:20]=[CH:19][CH:18]=[CH:17][CH:16]=1)Cl)([CH3:12])([CH3:11])[CH3:10].N1C=CN=C1. Product: [CH3:6][O:5][C:3](=[O:4])[C@H:2]([O:1][Si:13]([C:9]([CH3:12])([CH3:11])[CH3:10])([C:21]1[CH:22]=[CH:23][CH:24]=[CH:25][CH:26]=1)[C:15]1[CH:20]=[CH:19][CH:18]=[CH:17][CH:16]=1)[CH2:7][CH3:8]. The catalyst class is: 9. (3) Reactant: [CH2:1]([O:3][C:4](=[O:25])[CH2:5][CH2:6][N:7]([C:14](=[O:24])[C:15]1[CH:20]=[CH:19][C:18]([NH:21][CH3:22])=[C:17]([NH2:23])[CH:16]=1)[C:8]1[CH:13]=[CH:12][CH:11]=[CH:10][N:9]=1)[CH3:2].[Cl:26][CH:27]([Cl:31])[C:28](Cl)=O. Product: [CH2:1]([O:3][C:4](=[O:25])[CH2:5][CH2:6][N:7]([C:14]([C:15]1[CH:20]=[CH:19][C:18]2[N:21]([CH3:22])[C:28]([CH:27]([Cl:31])[Cl:26])=[N:23][C:17]=2[CH:16]=1)=[O:24])[C:8]1[CH:13]=[CH:12][CH:11]=[CH:10][N:9]=1)[CH3:2]. The catalyst class is: 10. (4) Reactant: [CH3:1][O:2][C:3]1[CH:36]=[C:35]([O:37][CH3:38])[CH:34]=[CH:33][C:4]=1[CH2:5][N:6]1[C:14](=[O:15])[NH:13][C:12]2[C:7]1=[N:8][C:9]([C:16]1[C:24]3[C:19](=[N:20][CH:21]=[CH:22][CH:23]=3)[N:18]([CH2:25][C:26]3[CH:31]=[CH:30][CH:29]=[CH:28][C:27]=3[F:32])[N:17]=1)=[N:10][CH:11]=2.C(=O)([O-])[O-].[Cs+].[Cs+].I[CH2:46][CH2:47][N:48]1[CH2:53][CH2:52][O:51][CH2:50][CH2:49]1.O. Product: [CH3:1][O:2][C:3]1[CH:36]=[C:35]([O:37][CH3:38])[CH:34]=[CH:33][C:4]=1[CH2:5][N:6]1[C:14](=[O:15])[N:13]([CH2:46][CH2:47][N:48]2[CH2:53][CH2:52][O:51][CH2:50][CH2:49]2)[C:12]2[C:7]1=[N:8][C:9]([C:16]1[C:24]3[C:19](=[N:20][CH:21]=[CH:22][CH:23]=3)[N:18]([CH2:25][C:26]3[CH:31]=[CH:30][CH:29]=[CH:28][C:27]=3[F:32])[N:17]=1)=[N:10][CH:11]=2. The catalyst class is: 3. (5) Reactant: [Cl:1][C:2]1[CH:7]=[CH:6][C:5]([N:8]=[C:9]=[S:10])=[CH:4][C:3]=1[Cl:11].[CH3:12][NH2:13]. Product: [Cl:11][C:3]1[CH:4]=[C:5]([NH:8][C:9]([NH:13][CH3:12])=[S:10])[CH:6]=[CH:7][C:2]=1[Cl:1]. The catalyst class is: 8. (6) Reactant: [C:1]([N:5]1[C:9](=[O:10])[C:8](Cl)=[C:7]([C:12]2[CH:17]=[CH:16][CH:15]=[CH:14][CH:13]=2)[S:6]1(=[O:19])=[O:18])([CH3:4])([CH3:3])[CH3:2].[N:20]1([C:26]2[N:31]=[CH:30][C:29]([NH2:32])=[CH:28][CH:27]=2)[CH2:25][CH2:24][O:23][CH2:22][CH2:21]1. Product: [C:1]([N:5]1[C:9](=[O:10])[C:8]([NH:32][C:29]2[CH:30]=[N:31][C:26]([N:20]3[CH2:21][CH2:22][O:23][CH2:24][CH2:25]3)=[CH:27][CH:28]=2)=[C:7]([C:12]2[CH:17]=[CH:16][CH:15]=[CH:14][CH:13]=2)[S:6]1(=[O:19])=[O:18])([CH3:4])([CH3:3])[CH3:2]. The catalyst class is: 23. (7) Reactant: [CH3:1][N:2]([C:20]1[CH:25]=[CH:24][CH:23]=[CH:22][CH:21]=1)[C:3]([N:5]1[CH2:11][C:10]2[CH:12]=[CH:13][C:14]([C:16]([O:18]C)=O)=[CH:15][C:9]=2[O:8][CH2:7][CH2:6]1)=[O:4].[NH2:26][OH:27].[OH-].[Na+].Cl. Product: [OH:27][NH:26][C:16]([CH:14]1[CH2:13][CH:12]=[C:10]2[CH2:11][N:5]([C:3]([N:2]([CH3:1])[C:20]3[CH:21]=[CH:22][CH:23]=[CH:24][CH:25]=3)=[O:4])[CH2:6][CH2:7][O:8][C:9]2=[CH:15]1)=[O:18]. The catalyst class is: 36. (8) Reactant: [F:1][C:2]1[CH:3]=[C:4]([C:12]2[C:20]3[C:19](=[O:21])[CH2:18][CH2:17][C:16]=3[CH:15]=[N:14][CH:13]=2)[CH:5]=[CH:6][C:7]=1[C:8]([F:11])([F:10])[F:9].[Cl-].[Li+].[CH3:24][Li]. Product: [F:1][C:2]1[CH:3]=[C:4]([C:12]2[C:20]3[C:19]([CH3:24])([OH:21])[CH2:18][CH2:17][C:16]=3[CH:15]=[N:14][CH:13]=2)[CH:5]=[CH:6][C:7]=1[C:8]([F:9])([F:11])[F:10]. The catalyst class is: 27. (9) Reactant: [OH:1][C:2]1[CH:7]=[C:6]([CH3:8])[C:5]([C:9]2[CH:14]=[CH:13][CH:12]=[C:11]([CH:15]=[O:16])[CH:10]=2)=[C:4]([CH3:17])[CH:3]=1.[Si:18](Cl)([C:21]([CH3:24])([CH3:23])[CH3:22])([CH3:20])[CH3:19].N1C=CN=C1. Product: [Si:18]([O:1][C:2]1[CH:7]=[C:6]([CH3:8])[C:5]([C:9]2[CH:14]=[CH:13][CH:12]=[C:11]([CH:15]=[O:16])[CH:10]=2)=[C:4]([CH3:17])[CH:3]=1)([C:21]([CH3:24])([CH3:23])[CH3:22])([CH3:20])[CH3:19]. The catalyst class is: 9.